From a dataset of Forward reaction prediction with 1.9M reactions from USPTO patents (1976-2016). Predict the product of the given reaction. (1) Given the reactants [NH:1]([C:5]1[CH:10]=[CH:9][C:8]([O:11][CH3:12])=[CH:7][CH:6]=1)[C:2]([CH3:4])=[O:3].[Br:13]Br.OS([O-])=O.[Na+], predict the reaction product. The product is: [Br:13][C:9]1[CH:10]=[C:5]([NH:1][C:2]([CH3:4])=[O:3])[CH:6]=[CH:7][C:8]=1[O:11][CH3:12]. (2) Given the reactants [CH:1]1[CH:6]=[CH:5][CH:4]=[CH:3][CH:2]=1.[CH2:7]=[CH:8][CH2:9][CH2:10][CH2:11][CH2:12][CH2:13][CH3:14], predict the reaction product. The product is: [CH2:7]([C:1]1[CH:6]=[CH:5][CH:4]=[CH:3][CH:2]=1)[CH2:8][CH2:9][CH2:10][CH2:11][CH2:12][CH2:13][CH3:14].[CH2:7]=[CH:8][CH2:1][CH2:6][CH2:5][CH2:4][CH2:3][CH3:2]. (3) Given the reactants [N-]=[N+]=[N-].[N:4]([C:7]1([CH3:18])[C:16]2[C:11](=[CH:12][CH:13]=[C:14]([I:17])[CH:15]=2)[O:10][CH:9]=[CH:8]1)=[N+]=[N-].CP(C)C.O, predict the reaction product. The product is: [I:17][C:14]1[CH:15]=[C:16]2[C:11](=[CH:12][CH:13]=1)[O:10][CH:9]=[CH:8][C:7]2([CH3:18])[NH2:4]. (4) Given the reactants C1(C2C(OCC3(C(F)(F)F)CCCCC3)=CC(F)=C(C=2)C(O)=O)CC1.[CH:26]1([C:29]2[C:30]([O:39][CH2:40][C:41]3([CH3:49])[CH2:46][CH2:45][C:44]([F:48])([F:47])[CH2:43][CH2:42]3)=[CH:31][C:32]([F:38])=[C:33]([CH:37]=2)[C:34]([OH:36])=O)[CH2:28][CH2:27]1.CS(N)(=O)=O.[CH3:55][O:56][CH2:57][CH2:58][S:59]([NH2:62])(=[O:61])=[O:60], predict the reaction product. The product is: [CH:26]1([C:29]2[C:30]([O:39][CH2:40][C:41]3([CH3:49])[CH2:42][CH2:43][C:44]([F:48])([F:47])[CH2:45][CH2:46]3)=[CH:31][C:32]([F:38])=[C:33]([CH:37]=2)[C:34]([NH:62][S:59]([CH2:58][CH2:57][O:56][CH3:55])(=[O:61])=[O:60])=[O:36])[CH2:27][CH2:28]1.